Dataset: Full USPTO retrosynthesis dataset with 1.9M reactions from patents (1976-2016). Task: Predict the reactants needed to synthesize the given product. (1) The reactants are: [CH3:1][O:2][C:3]1[CH:4]=[C:5]([NH:11][C:12]2[C:13]3[N:29]=[CH:28][S:27][C:14]=3[N:15]=[C:16]([C:18]3[CH:19]=[C:20]([CH:24]=[CH:25][CH:26]=3)[C:21](O)=[O:22])[N:17]=2)[CH:6]=[CH:7][C:8]=1[O:9][CH3:10].[NH2:30][C:31]1[CH:43]=[CH:42][C:34]([C:35]([O:37][C:38]([CH3:41])([CH3:40])[CH3:39])=[O:36])=[CH:33][CH:32]=1.C(Cl)CCl. Given the product [CH3:1][O:2][C:3]1[CH:4]=[C:5]([NH:11][C:12]2[C:13]3[N:29]=[CH:28][S:27][C:14]=3[N:15]=[C:16]([C:18]3[CH:19]=[C:20]([CH:24]=[CH:25][CH:26]=3)[C:21]([NH:30][C:31]3[CH:43]=[CH:42][C:34]([C:35]([O:37][C:38]([CH3:39])([CH3:40])[CH3:41])=[O:36])=[CH:33][CH:32]=3)=[O:22])[N:17]=2)[CH:6]=[CH:7][C:8]=1[O:9][CH3:10], predict the reactants needed to synthesize it. (2) Given the product [ClH:85].[F:83][C:81]1[CH:82]=[C:77]([CH:78]=[C:79]([F:84])[CH:80]=1)[CH2:76][C@H:62]([NH:61][C:11](=[O:13])[C:10]1[CH:14]=[C:15]([CH3:17])[CH:16]=[C:8]([CH2:7][N:5]([CH2:1][CH:2]([CH3:3])[CH3:4])[CH3:6])[CH:9]=1)[C@H:63]([OH:75])[CH2:64][NH:65][CH2:66][C:67]1[CH:72]=[CH:71][CH:70]=[C:69]([CH2:73][CH3:74])[CH:68]=1, predict the reactants needed to synthesize it. The reactants are: [CH2:1]([N:5]([CH2:7][C:8]1[CH:9]=[C:10]([CH:14]=[C:15]([CH3:17])[CH:16]=1)[C:11]([OH:13])=O)[CH3:6])[CH:2]([CH3:4])[CH3:3].CN(C(ON1N=NC2C=CC=CC1=2)=[N+](C)C)C.F[P-](F)(F)(F)(F)F.C1C=CC2N(O)N=NC=2C=1.C(N(CC)C(C)C)(C)C.[NH2:61][C@@H:62]([CH2:76][C:77]1[CH:82]=[C:81]([F:83])[CH:80]=[C:79]([F:84])[CH:78]=1)[C@H:63]([OH:75])[CH2:64][NH:65][CH2:66][C:67]1[CH:72]=[CH:71][CH:70]=[C:69]([CH2:73][CH3:74])[CH:68]=1.[ClH:85]. (3) The reactants are: [CH2:1]([O:3][C:4](=[O:8])[CH:5](Br)[CH3:6])[CH3:2].[N:9]1[C:18]2[C:13](=[CH:14][C:15]([OH:19])=[CH:16][CH:17]=2)[CH:12]=[CH:11][CH:10]=1.C([O-])([O-])=O.[Cs+].[Cs+]. Given the product [CH2:1]([O:3][C:4](=[O:8])[CH:5]([O:19][C:15]1[CH:14]=[C:13]2[C:18](=[CH:17][CH:16]=1)[N:9]=[CH:10][CH:11]=[CH:12]2)[CH3:6])[CH3:2], predict the reactants needed to synthesize it. (4) The reactants are: [Br:1][C:2]1[CH:3]=[C:4]([CH:9]=[C:10]([N+:12]([O-:14])=[O:13])[CH:11]=1)[C:5]([NH:7][CH3:8])=O.S(OS(C(F)(F)F)(=O)=O)(C(F)(F)F)(=O)=O.[N-:30]=[N+:31]=[N-:32].[Na+].C([O-])(O)=O.[Na+]. Given the product [Br:1][C:2]1[CH:3]=[C:4]([C:5]2[N:7]([CH3:8])[N:32]=[N:31][N:30]=2)[CH:9]=[C:10]([N+:12]([O-:14])=[O:13])[CH:11]=1, predict the reactants needed to synthesize it. (5) Given the product [F:1][C:2]([F:7])([F:6])[C:3]([OH:5])=[O:4].[Cl:8][C:9]1[CH:10]=[C:11]([C:19]2[S:23][C:22]([N:24]3[C:41]([CH3:42])=[C:27]4[CH2:28][N:29]([CH2:32][CH2:33][C:34]([OH:36])=[O:35])[CH2:30][CH2:31][C:26]4=[N:25]3)=[N:21][N:20]=2)[CH:12]=[CH:13][C:14]=1[O:15][CH:16]([CH3:17])[CH3:18], predict the reactants needed to synthesize it. The reactants are: [F:1][C:2]([F:7])([F:6])[C:3]([OH:5])=[O:4].[Cl:8][C:9]1[CH:10]=[C:11]([C:19]2[S:23][C:22]([N:24]3[C:41]([CH3:42])=[C:27]4[CH2:28][N:29]([CH2:32][CH2:33][C:34]([O:36]C(C)(C)C)=[O:35])[CH2:30][CH2:31][C:26]4=[N:25]3)=[N:21][N:20]=2)[CH:12]=[CH:13][C:14]=1[O:15][CH:16]([CH3:18])[CH3:17]. (6) Given the product [CH3:1][O:2][C:3]([CH:5]1[CH2:9][CH:8]([NH2:10])[CH2:7][N:6]1[CH2:13][C:14]1[CH:19]=[CH:18][CH:17]=[CH:16][CH:15]=1)=[O:4], predict the reactants needed to synthesize it. The reactants are: [CH3:1][O:2][C:3]([CH:5]1[CH2:9][CH:8]([N:10]=[N+]=[N-])[CH2:7][N:6]1[CH2:13][C:14]1[CH:19]=[CH:18][CH:17]=[CH:16][CH:15]=1)=[O:4].C1(P(C2C=CC=CC=2)C2C=CC=CC=2)C=CC=CC=1.O. (7) Given the product [CH2:12]([SiH:16]([CH2:23][CH:2]1[S:3][CH2:4][CH2:5][CH2:6][S:1]1)[C:17]1[CH:22]=[CH:21][CH:20]=[CH:19][CH:18]=1)[CH2:13][CH:14]=[CH2:15], predict the reactants needed to synthesize it. The reactants are: [S:1]1[CH2:6][CH2:5][CH2:4][S:3][CH2:2]1.C([Li])CCC.[CH2:12]([SiH:16]([CH2:23]F)[C:17]1[CH:22]=[CH:21][CH:20]=[CH:19][CH:18]=1)[CH2:13][CH:14]=[CH2:15]. (8) Given the product [F:1][C@H:2]1[C@@H:7]([O:8][C:9]2[CH:16]=[CH:15][C:14]([C:17]3[N:22]=[C:21]([NH:23][C:24]4[CH:29]=[CH:28][C:27]([N:30]5[CH2:31][CH2:32][N:33]([CH:36]6[CH2:39][O:38][CH2:37]6)[CH2:34][CH2:35]5)=[CH:26][CH:25]=4)[N:20]=[CH:19][N:18]=3)=[CH:13][C:10]=2[C:11]#[N:12])[CH2:6][CH2:5][N:4]([C:41](=[O:42])[CH2:40][OH:43])[CH2:3]1, predict the reactants needed to synthesize it. The reactants are: [F:1][C@H:2]1[C@@H:7]([O:8][C:9]2[CH:16]=[CH:15][C:14]([C:17]3[N:22]=[C:21]([NH:23][C:24]4[CH:29]=[CH:28][C:27]([N:30]5[CH2:35][CH2:34][N:33]([CH:36]6[CH2:39][O:38][CH2:37]6)[CH2:32][CH2:31]5)=[CH:26][CH:25]=4)[N:20]=[CH:19][N:18]=3)=[CH:13][C:10]=2[C:11]#[N:12])[CH2:6][CH2:5][NH:4][CH2:3]1.[C:40](O)(=[O:43])[CH2:41][OH:42].CN(C(ON1N=NC2C=CC=NC1=2)=[N+](C)C)C.F[P-](F)(F)(F)(F)F.O. (9) Given the product [N:5]([CH2:10][C:11]([O:13][CH2:14][CH3:15])=[O:12])=[N+:6]=[N-:7], predict the reactants needed to synthesize it. The reactants are: CC(C)=O.[N-:5]=[N+:6]=[N-:7].[Na+].Br[CH2:10][C:11]([O:13][CH2:14][CH3:15])=[O:12]. (10) Given the product [CH3:22][O:23][C:24](=[O:43])[CH2:25][CH2:26][C:27]1[CH:32]=[CH:31][C:30]([O:33][CH2:34][CH2:35][C@@H:36]([O:21][C:11]2[C:12]([O:14][C:15]3[CH:20]=[CH:19][CH:18]=[CH:17][CH:16]=3)=[N:13][C:8]([CH3:7])=[CH:9][CH:10]=2)[CH3:37])=[CH:29][C:28]=1[CH3:1], predict the reactants needed to synthesize it. The reactants are: [C:1](=O)([O-])[O-].[Cs+].[Cs+].[CH3:7][C:8]1[N:13]=[C:12]([O:14][C:15]2[CH:20]=[CH:19][CH:18]=[CH:17][CH:16]=2)[C:11]([OH:21])=[CH:10][CH:9]=1.[CH3:22][O:23][C:24](=[O:43])[CH2:25][CH2:26][C:27]1[CH:32]=[CH:31][C:30]([O:33][CH2:34][CH2:35][C@@H:36](OS(C)(=O)=O)[CH3:37])=[CH:29][CH:28]=1.